This data is from Forward reaction prediction with 1.9M reactions from USPTO patents (1976-2016). The task is: Predict the product of the given reaction. (1) The product is: [NH:32]([CH2:29][CH:28]([C:27]#[N:31])[CH3:30])[C:33]1[CH:38]=[CH:37][CH:36]=[CH:35][CH:34]=1. Given the reactants C(P(CC1C=CC=C(CP(C(C)(C)C)C(C)(C)C)N=1)C(C)(C)C)(C)(C)C.[C:27](#[N:31])[C:28]([CH3:30])=[CH2:29].[NH2:32][C:33]1[CH:38]=[CH:37][CH:36]=[CH:35][CH:34]=1, predict the reaction product. (2) Given the reactants Cl[C:2]1[N:7]=[CH:6][N:5]=[C:4]([OH:8])[CH:3]=1.[Cl:9][C:10]1[C:11]([F:19])=[C:12](B(O)O)[CH:13]=[CH:14][CH:15]=1.CCN(C(C)C)C(C)C, predict the reaction product. The product is: [Cl:9][C:10]1[C:11]([F:19])=[C:12]([C:2]2[N:7]=[CH:6][N:5]=[C:4]([OH:8])[CH:3]=2)[CH:13]=[CH:14][CH:15]=1.